This data is from Forward reaction prediction with 1.9M reactions from USPTO patents (1976-2016). The task is: Predict the product of the given reaction. Given the reactants [NH2:1][C:2]1[CH:3]=[C:4]2[C:9](=[CH:10][CH:11]=1)[C:8]([OH:12])=[CH:7][CH:6]=[CH:5]2.[C:13]1(=O)[C:21]2[C:16](=[CH:17][CH:18]=[CH:19][CH:20]=2)[C:15](=[O:22])[O:14]1, predict the reaction product. The product is: [OH:12][C:8]1[CH:7]=[CH:6][CH:5]=[C:4]2[C:9]=1[CH:10]=[CH:11][C:2]([N:1]1[C:13](=[O:14])[C:21]3[C:16](=[CH:17][CH:18]=[CH:19][CH:20]=3)[C:15]1=[O:22])=[CH:3]2.